This data is from Merck oncology drug combination screen with 23,052 pairs across 39 cell lines. The task is: Regression. Given two drug SMILES strings and cell line genomic features, predict the synergy score measuring deviation from expected non-interaction effect. (1) Drug 1: O=S1(=O)NC2(CN1CC(F)(F)F)C1CCC2Cc2cc(C=CCN3CCC(C(F)(F)F)CC3)ccc2C1. Drug 2: Cn1cc(-c2cnn3c(N)c(Br)c(C4CCCNC4)nc23)cn1. Cell line: UWB1289BRCA1. Synergy scores: synergy=3.38. (2) Drug 1: CCN(CC)CCNC(=O)c1c(C)[nH]c(C=C2C(=O)Nc3ccc(F)cc32)c1C. Synergy scores: synergy=27.9. Cell line: OVCAR3. Drug 2: CS(=O)(=O)CCNCc1ccc(-c2ccc3ncnc(Nc4ccc(OCc5cccc(F)c5)c(Cl)c4)c3c2)o1. (3) Drug 1: N#Cc1ccc(Cn2cncc2CN2CCN(c3cccc(Cl)c3)C(=O)C2)cc1. Drug 2: CNC(=O)c1cc(Oc2ccc(NC(=O)Nc3ccc(Cl)c(C(F)(F)F)c3)cc2)ccn1. Cell line: HT29. Synergy scores: synergy=5.38. (4) Drug 1: O=P1(N(CCCl)CCCl)NCCCO1. Drug 2: CC(C)CC(NC(=O)C(Cc1ccccc1)NC(=O)c1cnccn1)B(O)O. Cell line: ZR751. Synergy scores: synergy=8.87. (5) Drug 2: C=CCn1c(=O)c2cnc(Nc3ccc(N4CCN(C)CC4)cc3)nc2n1-c1cccc(C(C)(C)O)n1. Synergy scores: synergy=3.86. Drug 1: CN(C)C(=N)N=C(N)N. Cell line: NCIH23. (6) Cell line: MSTO. Synergy scores: synergy=4.29. Drug 2: CCN(CC)CCNC(=O)c1c(C)[nH]c(C=C2C(=O)Nc3ccc(F)cc32)c1C. Drug 1: N#Cc1ccc(Cn2cncc2CN2CCN(c3cccc(Cl)c3)C(=O)C2)cc1. (7) Drug 1: O=P1(N(CCCl)CCCl)NCCCO1. Drug 2: Cn1nnc2c(C(N)=O)ncn2c1=O. Cell line: ES2. Synergy scores: synergy=6.57. (8) Drug 1: N.N.O=C(O)C1(C(=O)O)CCC1.[Pt]. Drug 2: CCc1cnn2c(NCc3ccc[n+]([O-])c3)cc(N3CCCCC3CCO)nc12. Cell line: A2780. Synergy scores: synergy=-1.84. (9) Drug 1: Cn1nnc2c(C(N)=O)ncn2c1=O. Drug 2: CC1(c2nc3c(C(N)=O)cccc3[nH]2)CCCN1. Cell line: SKMEL30. Synergy scores: synergy=20.7. (10) Drug 1: NC(=O)c1cccc2cn(-c3ccc(C4CCCNC4)cc3)nc12. Drug 2: Cn1cc(-c2cnn3c(N)c(Br)c(C4CCCNC4)nc23)cn1. Cell line: PA1. Synergy scores: synergy=-8.00.